Dataset: Catalyst prediction with 721,799 reactions and 888 catalyst types from USPTO. Task: Predict which catalyst facilitates the given reaction. (1) Reactant: [CH3:1][N:2]([CH3:18])[C:3]1[CH:17]=[CH:16][C:6]([CH2:7][P:8](=[O:15])([O:12][CH2:13][CH3:14])[O:9][CH2:10][CH3:11])=[CH:5][CH:4]=1.FC(F)(F)S(O[C:25]1[CH:30]=[CH:29]C=[CH:27][C:26]=1[Si](C)(C)C)(=O)=O.[F-].[K+].C1OCCOCCOCCOCCOCCOC1. Product: [CH3:18][N:2]([C:1]1[CH:29]=[CH:30][CH:25]=[CH:26][CH:27]=1)[C:3]1[CH:17]=[CH:16][C:6]([CH2:7][P:8](=[O:15])([O:12][CH2:13][CH3:14])[O:9][CH2:10][CH3:11])=[CH:5][CH:4]=1. The catalyst class is: 1. (2) Reactant: [Cl:1][C:2]1[CH:3]=[C:4]([OH:26])[C:5]2[CH2:16][CH:15]=[CH:14][CH2:13][CH2:12][C:11]3[CH:17]=[C:18]([CH3:23])[N:19]=[C:20]([O:21][CH3:22])[C:10]=3[CH2:9][NH:8][C:7](=[O:24])[C:6]=2[CH:25]=1.CS(O[C@H:32]1[CH2:37][CH2:36][C@@H:35]([NH:38][C:39]([O:41][C:42]([CH3:45])([CH3:44])[CH3:43])=[O:40])[CH2:34][CH2:33]1)(=O)=O.C([O-])([O-])=O.[Cs+].[Cs+]. Product: [C:42]([O:41][C:39](=[O:40])[NH:38][C@H:35]1[CH2:34][CH2:33][C@H:32]([O:26][C:4]2[C:5]3[CH2:16][CH:15]=[CH:14][CH2:13][CH2:12][C:11]4[CH:17]=[C:18]([CH3:23])[N:19]=[C:20]([O:21][CH3:22])[C:10]=4[CH2:9][NH:8][C:7](=[O:24])[C:6]=3[CH:25]=[C:2]([Cl:1])[CH:3]=2)[CH2:37][CH2:36]1)([CH3:45])([CH3:43])[CH3:44]. The catalyst class is: 18. (3) Product: [C:1](=[O:13])([S:6][C:7]1[CH:12]=[CH:11][CH:10]=[CH:9][CH:8]=1)[O:2][CH:3]([O:19][C:14](=[O:18])[CH:15]([CH3:17])[CH3:16])[CH3:4]. The catalyst class is: 27. Reactant: [C:1](=[O:13])([S:6][C:7]1[CH:12]=[CH:11][CH:10]=[CH:9][CH:8]=1)[O:2][CH:3](Cl)[CH3:4].[C:14]([OH:19])(=[O:18])[CH:15]([CH3:17])[CH3:16].C(N(CC)CC)C.[I-].[Na+]. (4) Reactant: [CH3:1][O:2][C:3](=[O:25])/[CH:4]=[CH:5]/[C:6]1[CH:11]=[CH:10][CH:9]=[CH:8][C:7]=1[N:12]1[CH2:17][CH2:16][N:15](C(OC(C)(C)C)=O)[CH2:14][CH2:13]1.FC(F)(F)C(O)=O. Product: [N:12]1([C:7]2[CH:8]=[CH:9][CH:10]=[CH:11][C:6]=2/[CH:5]=[CH:4]/[C:3]([O:2][CH3:1])=[O:25])[CH2:13][CH2:14][NH:15][CH2:16][CH2:17]1. The catalyst class is: 4. (5) Reactant: [NH2:1][C:2]1[CH:3]=[C:4]([CH:8]2[C:17]3[C:12](=[C:13]4[CH:21]=[CH:20][CH:19]=[CH:18][C:14]4=[CH:15][CH:16]=3)[NH:11][C:10](=[O:22])[CH2:9]2)[CH:5]=[CH:6][CH:7]=1.[C:23](OC(=O)C)(=[O:25])[CH3:24].N1C=CC=CC=1. Product: [O:22]=[C:10]1[CH2:9][CH:8]([C:4]2[CH:3]=[C:2]([NH:1][C:23](=[O:25])[CH3:24])[CH:7]=[CH:6][CH:5]=2)[C:17]2[C:12](=[C:13]3[CH:21]=[CH:20][CH:19]=[CH:18][C:14]3=[CH:15][CH:16]=2)[NH:11]1. The catalyst class is: 6.